Dataset: Reaction yield outcomes from USPTO patents with 853,638 reactions. Task: Predict the reaction yield, written as a fraction of the theoretical maximum amount of product (1.0 means a 100% yield; for example, 0.34 means a 34% yield). (1) The reactants are [C:1]([C:4]1[C:9](/[CH:10]=[CH:11]/[C:12]([O:14]C(C)(C)C)=[O:13])=[C:8]([F:19])[C:7]([Cl:20])=[CH:6][CH:5]=1)(=[O:3])[CH3:2]. The catalyst is C(Cl)Cl.C(O)(C(F)(F)F)=O. The product is [C:1]([C:4]1[C:9](/[CH:10]=[CH:11]/[C:12]([OH:14])=[O:13])=[C:8]([F:19])[C:7]([Cl:20])=[CH:6][CH:5]=1)(=[O:3])[CH3:2]. The yield is 0.970. (2) The reactants are Cl.[Cl:2][C:3]1[N:4]=[C:5]([N:12]2[CH2:17][CH2:16][O:15][CH2:14][C@@H:13]2[CH3:18])[C:6]2[CH2:11][NH:10][CH2:9][C:7]=2[N:8]=1.[CH:19]1([CH:22]=O)[CH2:21][CH2:20]1.CCN(CC)CC.C(O[BH-](OC(=O)C)OC(=O)C)(=O)C.[Na+]. The catalyst is ClC(Cl)C. The product is [Cl:2][C:3]1[N:4]=[C:5]([N:12]2[CH2:17][CH2:16][O:15][CH2:14][C@@H:13]2[CH3:18])[C:6]2[CH2:11][N:10]([CH2:22][CH:19]3[CH2:21][CH2:20]3)[CH2:9][C:7]=2[N:8]=1. The yield is 0.920. (3) The reactants are [I:1][C:2]1[CH:7]=[C:6]([N+:8]([O-:10])=[O:9])[CH:5]=[CH:4][C:3]=1[CH2:11][OH:12].C(N(CC)C(C)C)(C)C.[CH3:22][S:23](Cl)(=[O:25])=[O:24]. The catalyst is C(Cl)Cl. The yield is 0.800. The product is [CH3:22][S:23]([O:12][CH2:11][C:3]1[CH:4]=[CH:5][C:6]([N+:8]([O-:10])=[O:9])=[CH:7][C:2]=1[I:1])(=[O:25])=[O:24]. (4) The reactants are Br[C:2]1[CH:7]=[C:6]([C:8]([F:11])([F:10])[F:9])[CH:5]=[C:4]([N+:12]([O-:14])=[O:13])[CH:3]=1.[CH3:15][N:16]1[CH:20]=[C:19](B2OC(C)(C)C(C)(C)O2)[CH:18]=[N:17]1.C([O-])([O-])=O.[Cs+].[Cs+]. The catalyst is O1CCOCC1.O.C1C=CC(P(C2C=CC=CC=2)[C-]2C=CC=C2)=CC=1.C1C=CC(P(C2C=CC=CC=2)[C-]2C=CC=C2)=CC=1.Cl[Pd]Cl.[Fe+2]. The product is [CH3:15][N:16]1[CH:20]=[C:19]([C:2]2[CH:7]=[C:6]([C:8]([F:11])([F:10])[F:9])[CH:5]=[C:4]([N+:12]([O-:14])=[O:13])[CH:3]=2)[CH:18]=[N:17]1. The yield is 0.299. (5) The reactants are [C:1]1([P:7]([C:14]2[CH:19]=[CH:18][CH:17]=[CH:16][CH:15]=2)[C:8]2[CH:13]=[CH:12][CH:11]=[CH:10][CH:9]=2)[CH:6]=[CH:5][CH:4]=[CH:3][CH:2]=1.[N+:20]([C:23]1[CH:30]=[CH:29][C:26]([CH2:27][Br:28])=[CH:25][CH:24]=1)([O-:22])=[O:21]. The catalyst is C(Cl)Cl. The product is [Br-:28].[N+:20]([C:23]1[CH:30]=[CH:29][C:26]([CH2:27][P+:7]([C:1]2[CH:2]=[CH:3][CH:4]=[CH:5][CH:6]=2)([C:8]2[CH:13]=[CH:12][CH:11]=[CH:10][CH:9]=2)[C:14]2[CH:15]=[CH:16][CH:17]=[CH:18][CH:19]=2)=[CH:25][CH:24]=1)([O-:22])=[O:21]. The yield is 0.950. (6) The reactants are [NH2:1][C:2]1[CH2:6][CH2:5][C@@H:4]([CH3:7])[C:3]=1[C:8]([O:10]CC)=O.C([O-])=O.[NH4+].[CH:17]([NH2:19])=O. No catalyst specified. The product is [CH3:7][C@H:4]1[C:3]2[C:8]([OH:10])=[N:19][CH:17]=[N:1][C:2]=2[CH2:6][CH2:5]1. The yield is 0.650. (7) The reactants are [NH2:1][C:2]1[N:7]=[C:6]([C:8]2[NH:12][C:11]([C:13]3[CH:18]=[C:17]([Cl:19])[CH:16]=[CH:15][C:14]=3[CH3:20])=[C:10]([C:21]([OH:23])=O)[CH:9]=2)[CH:5]=[CH:4][N:3]=1.CC[N:26](C(C)C)C(C)C.CCN=C=NCCCN(C)C.Cl.C1C=CC2N(O)N=NC=2C=1.N. The catalyst is CN(C=O)C.O. The product is [NH2:1][C:2]1[N:7]=[C:6]([C:8]2[NH:12][C:11]([C:13]3[CH:18]=[C:17]([Cl:19])[CH:16]=[CH:15][C:14]=3[CH3:20])=[C:10]([C:21]([NH2:26])=[O:23])[CH:9]=2)[CH:5]=[CH:4][N:3]=1. The yield is 0.820. (8) The reactants are [CH3:1][C:2]1[N:3]=[C:4]([C:7]([O-:9])=O)[S:5][CH:6]=1.O.[NH2:11][NH2:12]. The catalyst is CCO. The product is [CH3:1][C:2]1[N:3]=[C:4]([C:7]([NH:11][NH2:12])=[O:9])[S:5][CH:6]=1. The yield is 0.570. (9) The reactants are [F:1][C:2]1[C:10]([O:11][Si](C(C)C)(C(C)C)C(C)C)=[CH:9][CH:8]=[C:7]([F:22])[C:3]=1[C:4]([OH:6])=[O:5].O=S(Cl)Cl.[CH3:27]O. No catalyst specified. The product is [F:1][C:2]1[C:10]([OH:11])=[CH:9][CH:8]=[C:7]([F:22])[C:3]=1[C:4]([O:6][CH3:27])=[O:5]. The yield is 0.750. (10) The reactants are [Li]CCCC.[Cl:6][C:7]1[CH:8]=[C:9]([O:13][CH2:14][C:15]2[CH:20]=[CH:19][CH:18]=[CH:17][CH:16]=2)[CH:10]=[N:11][CH:12]=1.[CH:21](OC)=[O:22].C([O-])(O)=O.[Na+]. The catalyst is C1COCC1.CC(C)=O.CCCCCC. The product is [Cl:6][C:7]1[C:8]([CH:21]=[O:22])=[C:9]([O:13][CH2:14][C:15]2[CH:16]=[CH:17][CH:18]=[CH:19][CH:20]=2)[CH:10]=[N:11][CH:12]=1. The yield is 0.750.